Dataset: Catalyst prediction with 721,799 reactions and 888 catalyst types from USPTO. Task: Predict which catalyst facilitates the given reaction. (1) Reactant: [CH2:1]1[C:10]2[C:5](=[CH:6][CH:7]=[C:8]([C:11]#[C:12][Si](C)(C)C)[CH:9]=2)[CH2:4][CH2:3][O:2]1.C(=O)([O-])[O-].[K+].[K+]. Product: [C:11]([C:8]1[CH:9]=[C:10]2[C:5]([CH2:4][CH2:3][O:2][CH2:1]2)=[CH:6][CH:7]=1)#[CH:12]. The catalyst class is: 83. (2) Product: [CH3:1][O:2][C:3](=[O:17])[CH2:4][CH2:5][CH2:6][CH2:7][CH2:8][S:9][C:10]1[CH:15]=[CH:14][C:13]([C:22]2[CH:23]=[CH:24][C:19]([Cl:18])=[CH:20][CH:21]=2)=[CH:12][CH:11]=1. Reactant: [CH3:1][O:2][C:3](=[O:17])[CH2:4][CH2:5][CH2:6][CH2:7][CH2:8][S:9][C:10]1[CH:15]=[CH:14][C:13](Br)=[CH:12][CH:11]=1.[Cl:18][C:19]1[CH:24]=[CH:23][C:22](B(O)O)=[CH:21][CH:20]=1.C(=O)([O-])[O-].[Cs+].[Cs+]. The catalyst class is: 149. (3) Reactant: [C:1]([O:5][C:6]([NH:8][C@@H:9]([C:13]([SH:16])([CH3:15])[CH3:14])[C:10]([OH:12])=[O:11])=[O:7])([CH3:4])([CH3:3])[CH3:2].Br[CH2:18][C:19]([O:21][CH3:22])=[O:20].CCN(C(C)C)C(C)C. Product: [C:1]([O:5][C:6]([NH:8][C@@H:9]([C:13]([S:16][CH2:18][C:19]([O:21][CH3:22])=[O:20])([CH3:15])[CH3:14])[C:10]([OH:12])=[O:11])=[O:7])([CH3:4])([CH3:2])[CH3:3]. The catalyst class is: 1. (4) Reactant: [C:1]([C:5]1[N:10]=[C:9](Cl)[C:8]([C:12]#[N:13])=[CH:7][CH:6]=1)([CH3:4])([CH3:3])[CH3:2].[CH3:14][NH:15][C:16]1[CH:21]=[CH:20][CH:19]=[CH:18][C:17]=1[CH3:22].C[Si]([N-][Si](C)(C)C)(C)C.[K+]. Product: [C:1]([C:5]1[N:10]=[C:9]([N:15]([CH3:14])[C:16]2[CH:21]=[CH:20][CH:19]=[CH:18][C:17]=2[CH3:22])[C:8]([C:12]#[N:13])=[CH:7][CH:6]=1)([CH3:4])([CH3:3])[CH3:2]. The catalyst class is: 12.